Predict which catalyst facilitates the given reaction. From a dataset of Catalyst prediction with 721,799 reactions and 888 catalyst types from USPTO. (1) Product: [CH2:1]([O:8][C:9](=[O:23])[C@@H:10]([NH:15][C:16]([O:18][C:19]([CH3:20])([CH3:22])[CH3:21])=[O:17])[CH2:11][CH2:12][CH2:13][O:14][Si:28]([C:24]([CH3:27])([CH3:26])[CH3:25])([C:36]1[CH:37]=[CH:38][CH:39]=[CH:40][CH:41]=1)[C:30]1[CH:35]=[CH:34][CH:33]=[CH:32][CH:31]=1)[C:2]1[CH:7]=[CH:6][CH:5]=[CH:4][CH:3]=1. The catalyst class is: 239. Reactant: [CH2:1]([O:8][C:9](=[O:23])[C@@H:10]([NH:15][C:16]([O:18][C:19]([CH3:22])([CH3:21])[CH3:20])=[O:17])[CH2:11][CH2:12][CH2:13][OH:14])[C:2]1[CH:7]=[CH:6][CH:5]=[CH:4][CH:3]=1.[C:24]([Si:28]([C:36]1[CH:41]=[CH:40][CH:39]=[CH:38][CH:37]=1)([C:30]1[CH:35]=[CH:34][CH:33]=[CH:32][CH:31]=1)Cl)([CH3:27])([CH3:26])[CH3:25].C(N(CC)CC)C. (2) Reactant: [CH3:1][O:2][CH2:3][C:4]1([CH3:38])[CH2:8][CH2:7][N:6]([C:9]2[CH:10]=[C:11]([C:15]3[N:16]=[C:17]4[C:23]([C:24](=[O:29])[C:25]([CH3:28])([CH3:27])[CH3:26])=[CH:22][N:21](COCC[Si](C)(C)C)[C:18]4=[N:19][CH:20]=3)[CH:12]=[CH:13][CH:14]=2)[CH2:5]1. Product: [CH3:1][O:2][CH2:3][C:4]1([CH3:38])[CH2:8][CH2:7][N:6]([C:9]2[CH:10]=[C:11]([C:15]3[N:16]=[C:17]4[C:23]([C:24](=[O:29])[C:25]([CH3:27])([CH3:26])[CH3:28])=[CH:22][NH:21][C:18]4=[N:19][CH:20]=3)[CH:12]=[CH:13][CH:14]=2)[CH2:5]1. The catalyst class is: 61. (3) Reactant: [C:1]([O:5][C:6](=[O:12])[C@@H:7]([CH:9]([CH3:11])[CH3:10])[NH2:8])([CH3:4])([CH3:3])[CH3:2].[C:13]([O:16][C:17]1[CH:18]=[C:19]2[C:24](=[CH:25][CH:26]=1)[CH:23]=[C:22]([S:27](Cl)(=[O:29])=[O:28])[CH:21]=[CH:20]2)(=[O:15])[CH3:14].C(N(CC)CC)C.C(O)(=O)CC(CC(O)=O)(C(O)=O)O. Product: [C:1]([O:5][C:6](=[O:12])[C@@H:7]([CH:9]([CH3:10])[CH3:11])[NH:8][S:27]([C:22]1[CH:21]=[CH:20][C:19]2[C:24](=[CH:25][CH:26]=[C:17]([O:16][C:13](=[O:15])[CH3:14])[CH:18]=2)[CH:23]=1)(=[O:29])=[O:28])([CH3:4])([CH3:3])[CH3:2]. The catalyst class is: 38. (4) Reactant: [Br:1][C:2]1[C:3]([F:18])=[CH:4][CH:5]=[C:6]2[C:11]=1[N:10]=[C:9]([NH:12][C:13]([CH3:16])([CH3:15])[CH3:14])[C:8]([CH3:17])=[N:7]2.Br[C:20]1C(F)=CC=C2C=1NC(=O)C(C)=N2.C(N)(CC)(C)C. Product: [Br:1][C:2]1[C:3]([F:18])=[CH:4][CH:5]=[C:6]2[C:11]=1[N:10]=[C:9]([NH:12][C:13]([CH2:14][CH3:20])([CH3:15])[CH3:16])[C:8]([CH3:17])=[N:7]2. The catalyst class is: 16. (5) Reactant: [Cl:1][C:2]1[C:11]2[C:6](=[CH:7][CH:8]=[CH:9][CH:10]=2)[C:5]([OH:12])=[C:4]([C:13]([OH:15])=O)[N:3]=1.F[P-](F)(F)(F)(F)F.N1([O+]=C(N(C)C)N(C)C)C2C=CC=CC=2N=N1.Cl.[C:41]([O:45][C:46](=[O:55])[C@H:47]([NH2:54])[CH2:48][O:49][C:50]([CH3:53])([CH3:52])[CH3:51])([CH3:44])([CH3:43])[CH3:42].C(N(C(C)C)C(C)C)C. Product: [C:41]([O:45][C:46](=[O:55])[C@H:47]([NH:54][C:13]([C:4]1[N:3]=[C:2]([Cl:1])[C:11]2[C:6]([C:5]=1[OH:12])=[CH:7][CH:8]=[CH:9][CH:10]=2)=[O:15])[CH2:48][O:49][C:50]([CH3:53])([CH3:52])[CH3:51])([CH3:44])([CH3:42])[CH3:43]. The catalyst class is: 4.